The task is: Predict the reaction yield, written as a fraction of the theoretical maximum amount of product (1.0 means a 100% yield; for example, 0.34 means a 34% yield).. This data is from Reaction yield outcomes from USPTO patents with 853,638 reactions. (1) The reactants are [CH:1](B1OC(C)(C)C(C)(C)O1)=[CH2:2].Cl[C:13]1[C:14]([S:26][CH3:27])=[N:15][C:16]([CH:23]2[CH2:25][CH2:24]2)=[N:17][C:18]=1[C:19]([O:21][CH3:22])=[O:20].[F-].[Cs+].ClCCl. The catalyst is C(OCC)(=O)C.O.C(COC)OC. The product is [CH:23]1([C:16]2[N:15]=[C:14]([S:26][CH3:27])[C:13]([CH:1]=[CH2:2])=[C:18]([C:19]([O:21][CH3:22])=[O:20])[N:17]=2)[CH2:25][CH2:24]1. The yield is 0.600. (2) The reactants are [C:1]([O:5][C:6]([N:8]1[CH2:13][CH2:12][C:11](=[O:14])[CH2:10][CH2:9]1)=[O:7])([CH3:4])([CH3:3])[CH3:2].C([N-]C(C)C)(C)C.[Li+].[F:23][C:24]([F:31])([F:30])[C:25](OCC)=[O:26]. The catalyst is O1CCCC1. The product is [C:1]([O:5][C:6]([N:8]1[CH2:9][CH2:10][C:11](=[O:14])[CH:12]([C:25](=[O:26])[C:24]([F:31])([F:30])[F:23])[CH2:13]1)=[O:7])([CH3:4])([CH3:2])[CH3:3]. The yield is 0.750. (3) The reactants are C[Si]([N-][Si](C)(C)C)(C)C.[Na+].[NH2:11][C:12]1[N:16](C(OC(C)(C)C)=O)[N:15]=[C:14]([CH2:24][CH2:25][C:26]2[CH:31]=[C:30]([O:32][CH3:33])[CH:29]=[C:28]([O:34][CH3:35])[CH:27]=2)[CH:13]=1.[CH2:36]1[CH:41]2[CH2:42][CH2:43][CH2:44][CH2:45][N:40]2[CH2:39][CH2:38][N:37]1[C:46]1[CH:55]=[CH:54][C:49]([C:50](OC)=[O:51])=[CH:48][CH:47]=1. The catalyst is C1COCC1. The product is [CH2:36]1[CH:41]2[CH2:42][CH2:43][CH2:44][CH2:45][N:40]2[CH2:39][CH2:38][N:37]1[C:46]1[CH:55]=[CH:54][C:49]([C:50]([NH:11][C:12]2[NH:16][N:15]=[C:14]([CH2:24][CH2:25][C:26]3[CH:27]=[C:28]([O:34][CH3:35])[CH:29]=[C:30]([O:32][CH3:33])[CH:31]=3)[CH:13]=2)=[O:51])=[CH:48][CH:47]=1. The yield is 0.0900. (4) The catalyst is N1C=CC=CC=1.C(OCC)(=O)C.O1CCCC1. The yield is 0.610. The product is [F:24][C:23]1[CH:22]=[CH:21][C:4]([O:5][C:6]2[N:11]=[C:10]3[S:12][C:13]([NH:15][C:16]([CH:18]4[CH2:20][CH2:19]4)=[O:17])=[N:14][C:9]3=[CH:8][CH:7]=2)=[CH:3][C:2]=1[NH:1][C:26](=[O:27])[NH:25][C:28]1[CH:33]=[CH:32][CH:31]=[CH:30][C:29]=1[C:34]([F:35])([F:37])[F:36]. The reactants are [NH2:1][C:2]1[CH:3]=[C:4]([CH:21]=[CH:22][C:23]=1[F:24])[O:5][C:6]1[N:11]=[C:10]2[S:12][C:13]([NH:15][C:16]([CH:18]3[CH2:20][CH2:19]3)=[O:17])=[N:14][C:9]2=[CH:8][CH:7]=1.[N:25]([C:28]1[CH:33]=[CH:32][CH:31]=[CH:30][C:29]=1[C:34]([F:37])([F:36])[F:35])=[C:26]=[O:27]. (5) The yield is 0.650. The reactants are [CH2:1]([C:13]1[CH:18]=[CH:17][C:16]([S:19](Cl)(=[O:21])=[O:20])=[CH:15][CH:14]=1)[CH2:2][CH2:3][CH2:4][CH2:5][CH2:6][CH2:7][CH2:8][CH2:9][CH2:10][CH2:11][CH3:12].[NH2:23][C:24]1[S:25][C:26]([CH2:29][OH:30])=[N:27][N:28]=1.Cl. The product is [CH2:1]([C:13]1[CH:18]=[CH:17][C:16]([S:19]([NH:23][C:24]2[S:25][C:26]([CH2:29][OH:30])=[N:27][N:28]=2)(=[O:21])=[O:20])=[CH:15][CH:14]=1)[CH2:2][CH2:3][CH2:4][CH2:5][CH2:6][CH2:7][CH2:8][CH2:9][CH2:10][CH2:11][CH3:12]. The catalyst is N1C=CC=CC=1. (6) The yield is 0.640. The product is [NH2:17][C:18]1[C:19]([Cl:26])=[C:20]([C:21]([CH3:24])=[CH:22][CH:23]=1)[O:25][C:2]1[CH:3]=[CH:4][C:5]2[N:6]([CH:8]=[C:9]([NH:11][C:12]([CH:14]3[CH2:16][CH2:15]3)=[O:13])[N:10]=2)[N:7]=1. The reactants are I[C:2]1[CH:3]=[CH:4][C:5]2[N:6]([CH:8]=[C:9]([NH:11][C:12]([CH:14]3[CH2:16][CH2:15]3)=[O:13])[N:10]=2)[N:7]=1.[NH2:17][C:18]1[C:19]([Cl:26])=[C:20]([OH:25])[C:21]([CH3:24])=[CH:22][CH:23]=1.C(=O)([O-])[O-].[K+].[K+]. The catalyst is CN(C)C=O.O. (7) The reactants are [CH2:1]([NH2:5])[CH2:2][CH2:3][CH3:4].[CH:6]([P:8](=[O:15])([O:12][CH2:13][CH3:14])[O:9][CH2:10][CH3:11])=[CH2:7]. No catalyst specified. The product is [CH2:10]([O:9][P:8]([CH2:6][CH2:7][NH:5][CH2:1][CH2:2][CH2:3][CH3:4])([O:12][CH2:13][CH3:14])=[O:15])[CH3:11]. The yield is 1.00. (8) The reactants are [C:1]([SiH2:5][O:6][C:7]([CH3:16])([CH3:15])[C:8]1[CH:13]=[CH:12][N:11]=[C:10]([CH3:14])[CH:9]=1)([CH3:4])([CH3:3])[CH3:2].C1C=C(Cl)C=C(C(OO)=[O:25])C=1. The catalyst is ClCCl. The product is [C:1]([SiH2:5][O:6][C:7]([CH3:16])([CH3:15])[C:8]1[CH:13]=[CH:12][N+:11]([O-:25])=[C:10]([CH3:14])[CH:9]=1)([CH3:4])([CH3:3])[CH3:2]. The yield is 0.930. (9) The reactants are [CH3:1][C@H:2]([C:15]([OH:17])=O)[C:3]1[CH:4]=[CH:5][C:6]2[CH:7]=[C:8]([O:13][CH3:14])[CH:9]=[CH:10][C:11]=2[CH:12]=1.[SH:18][CH2:19][CH2:20][CH2:21][CH2:22][OH:23].Cl.CN(C)CCCN=C=NCC. The catalyst is ClCCl. The product is [OH:23][CH2:22][CH2:21][CH2:20][CH2:19][S:18][C:15](=[O:17])[C@H:2]([C:3]1[CH:4]=[CH:5][C:6]2[C:11](=[CH:10][CH:9]=[C:8]([O:13][CH3:14])[CH:7]=2)[CH:12]=1)[CH3:1]. The yield is 0.300.